Predict the product of the given reaction. From a dataset of Forward reaction prediction with 1.9M reactions from USPTO patents (1976-2016). Given the reactants [C:1]1([P:7]([CH2:14][SH:15])[C:8]2[CH:13]=[CH:12][CH:11]=[CH:10][CH:9]=2)[CH:6]=[CH:5][CH:4]=[CH:3][CH:2]=1.[H-].[Na+].[C:18]([NH:21][C@H:22]([C:30](O)=[O:31])[CH2:23][C:24]1[CH:29]=[CH:28][CH:27]=[CH:26][CH:25]=1)(=[O:20])[CH3:19], predict the reaction product. The product is: [NH:21]([C:18]([CH3:19])=[O:20])[C@H:22]([C:30]([S:15][CH2:14][P:7]([C:8]1[CH:13]=[CH:12][CH:11]=[CH:10][CH:9]=1)[C:1]1[CH:2]=[CH:3][CH:4]=[CH:5][CH:6]=1)=[O:31])[CH2:23][C:24]1[CH:29]=[CH:28][CH:27]=[CH:26][CH:25]=1.